From a dataset of Reaction yield outcomes from USPTO patents with 853,638 reactions. Predict the reaction yield, written as a fraction of the theoretical maximum amount of product (1.0 means a 100% yield; for example, 0.34 means a 34% yield). (1) The reactants are [NH2:1][C:2]1[C:3]([F:19])=[C:4]([C:15]([Cl:18])=[CH:16][CH:17]=1)[C:5]([O:7][CH2:8][C:9]1[CH:14]=[CH:13][CH:12]=[CH:11][CH:10]=1)=[O:6].C(N([CH2:25][CH3:26])CC)C.[CH2:27]([S:30](Cl)(=[O:32])=[O:31])[CH2:28][CH3:29]. The catalyst is ClCCl. The product is [Cl:18][C:15]1[C:4]([C:5]([O:7][CH2:8][C:9]2[CH:14]=[CH:13][CH:12]=[CH:11][CH:10]=2)=[O:6])=[C:3]([F:19])[C:2]([N:1]([S:30]([CH2:27][CH2:25][CH3:26])(=[O:32])=[O:31])[S:30]([CH2:27][CH2:28][CH3:29])(=[O:32])=[O:31])=[CH:17][CH:16]=1. The yield is 0.720. (2) The reactants are C([N:3]1[C:11]2[C:6](=[CH:7][C:8]([S:12](Cl)(=[O:14])=[O:13])=[CH:9][CH:10]=2)[CH2:5][CH2:4]1)=O.[NH2:16][C:17]1[S:18][CH:19]=[CH:20][N:21]=1. The catalyst is N1C=CC=CC=1. The product is [S:18]1[CH:19]=[CH:20][N:21]=[C:17]1[NH:16][S:12]([C:8]1[CH:7]=[C:6]2[C:11](=[CH:10][CH:9]=1)[NH:3][CH2:4][CH2:5]2)(=[O:13])=[O:14]. The yield is 0.620. (3) The reactants are Cl[C:2]1[N:7]=[C:6]([C:8]2[S:12][C:11]([CH:13]([CH3:15])[CH3:14])=[N:10][C:9]=2[C:16]2[CH:17]=[CH:18][C:19]([F:34])=[C:20]([NH:22][S:23]([C:26]3[CH:31]=[C:30]([F:32])[CH:29]=[CH:28][C:27]=3[F:33])(=[O:25])=[O:24])[CH:21]=2)[CH:5]=[CH:4][N:3]=1.[CH3:35][S:36]([N:39]1[CH2:44][CH2:43][CH:42]([NH2:45])[CH2:41][CH2:40]1)(=[O:38])=[O:37]. The catalyst is C1COCC1. The product is [F:33][C:27]1[CH:28]=[CH:29][C:30]([F:32])=[CH:31][C:26]=1[S:23]([NH:22][C:20]1[CH:21]=[C:16]([C:9]2[N:10]=[C:11]([CH:13]([CH3:15])[CH3:14])[S:12][C:8]=2[C:6]2[CH:5]=[CH:4][N:3]=[C:2]([NH:45][CH:42]3[CH2:43][CH2:44][N:39]([S:36]([CH3:35])(=[O:38])=[O:37])[CH2:40][CH2:41]3)[N:7]=2)[CH:17]=[CH:18][C:19]=1[F:34])(=[O:25])=[O:24]. The yield is 0.840.